This data is from Forward reaction prediction with 1.9M reactions from USPTO patents (1976-2016). The task is: Predict the product of the given reaction. (1) The product is: [Br:1][C:2]1[C:6]2=[N:7][CH:8]=[CH:9][CH:10]=[C:5]2[N:4]([C:14]([C:13]2[C:17]([C:21]([F:22])([F:23])[F:24])=[CH:18][CH:19]=[CH:20][C:12]=2[Cl:11])=[O:15])[N:3]=1. Given the reactants [Br:1][C:2]1[C:6]2=[N:7][CH:8]=[CH:9][CH:10]=[C:5]2[NH:4][N:3]=1.[Cl:11][C:12]1[CH:20]=[CH:19][CH:18]=[C:17]([C:21]([F:24])([F:23])[F:22])[C:13]=1[C:14](Cl)=[O:15].C(Cl)Cl, predict the reaction product. (2) Given the reactants [Cl:1][C:2]1[CH:26]=[CH:25][CH:24]=[CH:23][C:3]=1[CH2:4][NH:5][C:6]([C:8]1([CH2:21][OH:22])[CH2:13][CH2:12][N:11](C(OC(C)(C)C)=O)[CH2:10][CH2:9]1)=[O:7].[CH2:27]([C:29]1[CH:34]=[CH:33][C:32]([N:35]=[C:36]=[O:37])=[CH:31][CH:30]=1)[CH3:28].Cl.O1CCOCC1, predict the reaction product. The product is: [ClH:1].[CH2:27]([C:29]1[CH:34]=[CH:33][C:32]([NH:35][C:36](=[O:37])[O:22][CH2:21][C:8]2([C:6](=[O:7])[NH:5][CH2:4][C:3]3[CH:23]=[CH:24][CH:25]=[CH:26][C:2]=3[Cl:1])[CH2:9][CH2:10][NH:11][CH2:12][CH2:13]2)=[CH:31][CH:30]=1)[CH3:28]. (3) Given the reactants Br[C:2]1[C:3]2[S:9][CH:8]=[C:7](Br)[C:4]=2[S:5][CH:6]=1.[CH3:11][O:12][C:13](=[O:46])[NH:14][C@H:15]([C:19]([N:21]1[CH2:25][CH2:24][CH2:23][C@H:22]1[C:26]1[NH:27][C:28]([C:31]2[CH:36]=[CH:35][C:34](B3OC(C)(C)C(C)(C)O3)=[CH:33][CH:32]=2)=[CH:29][N:30]=1)=[O:20])[CH:16]([CH3:18])[CH3:17], predict the reaction product. The product is: [CH3:11][O:12][C:13](=[O:46])[NH:14][C@H:15]([C:19]([N:21]1[CH2:25][CH2:24][CH2:23][C@H:22]1[C:26]1[NH:27][C:28]([C:31]2[CH:32]=[CH:33][C:34]([C:2]3[C:3]4[S:9][CH:8]=[C:7]([C:34]5[CH:35]=[CH:36][C:31]([C:28]6[NH:27][C:26]([C@@H:22]7[CH2:23][CH2:24][CH2:25][N:21]7[C:19](=[O:20])[C@@H:15]([NH:14][C:13]([O:12][CH3:11])=[O:46])[CH:16]([CH3:17])[CH3:18])=[N:30][CH:29]=6)=[CH:32][CH:33]=5)[C:4]=4[S:5][CH:6]=3)=[CH:35][CH:36]=2)=[CH:29][N:30]=1)=[O:20])[CH:16]([CH3:18])[CH3:17]. (4) Given the reactants [C:1]([C:3]1[CH:4]=[C:5]([C:9]2[CH:14]=[C:13]([N+:15]([O-:17])=[O:16])[CH:12]=[CH:11][C:10]=2[O:18][CH3:19])[CH:6]=[CH:7][CH:8]=1)#[N:2], predict the reaction product. The product is: [NH2:2][CH2:1][C:3]1[CH:4]=[C:5]([C:9]2[CH:14]=[C:13]([N+:15]([O-:17])=[O:16])[CH:12]=[CH:11][C:10]=2[O:18][CH3:19])[CH:6]=[CH:7][CH:8]=1.